Dataset: Forward reaction prediction with 1.9M reactions from USPTO patents (1976-2016). Task: Predict the product of the given reaction. (1) Given the reactants FC(F)(F)S(O[CH2:7][C:8]([C:11]1[CH:16]=[CH:15][C:14]([CH:17]([F:19])[F:18])=[CH:13][N:12]=1)([F:10])[F:9])(=O)=O.[NH:22]1[CH2:27][CH2:26][CH:25]([NH:28][C:29]2[C:30]3[CH:37]=[CH:36][N:35]([S:38]([C:41]4[CH:47]=[CH:46][C:44]([CH3:45])=[CH:43][CH:42]=4)(=[O:40])=[O:39])[C:31]=3[N:32]=[CH:33][N:34]=2)[CH2:24][CH2:23]1.CCN(C(C)C)C(C)C, predict the reaction product. The product is: [F:19][CH:17]([F:18])[C:14]1[CH:15]=[CH:16][C:11]([C:8]([F:9])([F:10])[CH2:7][N:22]2[CH2:27][CH2:26][CH:25]([NH:28][C:29]3[C:30]4[CH:37]=[CH:36][N:35]([S:38]([C:41]5[CH:47]=[CH:46][C:44]([CH3:45])=[CH:43][CH:42]=5)(=[O:40])=[O:39])[C:31]=4[N:32]=[CH:33][N:34]=3)[CH2:24][CH2:23]2)=[N:12][CH:13]=1. (2) The product is: [Cl:1][C:2]1[CH:3]=[CH:4][C:5]([O:24][CH3:27])=[C:6]([C:8]2[C:17]([CH2:18][OH:19])=[C:16]3[C:11]([NH:12][C:13]([CH3:22])([CH3:23])[C:14](=[O:21])[N:15]3[CH3:20])=[CH:10][CH:9]=2)[CH:7]=1. Given the reactants [Cl:1][C:2]1[CH:3]=[CH:4][C:5]([OH:24])=[C:6]([C:8]2[C:17]([CH2:18][OH:19])=[C:16]3[C:11]([NH:12][C:13]([CH3:23])([CH3:22])[C:14](=[O:21])[N:15]3[CH3:20])=[CH:10][CH:9]=2)[CH:7]=1.CI.[C:27](=O)([O-])[O-].[K+].[K+].C(OCC)(=O)C, predict the reaction product. (3) Given the reactants [OH:1][CH:2]1[CH:6]([O:7][CH2:8][C:9]2[CH:14]=[CH:13][CH:12]=[C:11]([O:15][CH3:16])[CH:10]=2)[CH2:5][N:4]([C:17](=[O:36])[C@H:18]([CH2:32][CH:33]([CH3:35])[CH3:34])[NH:19][C:20]([C:22]2[CH:31]=[CH:30][C:29]3[C:24](=[CH:25][CH:26]=[CH:27][CH:28]=3)[CH:23]=2)=[O:21])[CH2:3]1.CC(OI1(OC(C)=O)(OC(C)=O)OC(=O)C2C=CC=CC1=2)=O.CCCCCC.C(OCC)(=O)C, predict the reaction product. The product is: [CH3:16][O:15][C:11]1[CH:10]=[C:9]([CH:14]=[CH:13][CH:12]=1)[CH2:8][O:7][CH:6]1[C:2](=[O:1])[CH2:3][N:4]([C:17](=[O:36])[C@H:18]([CH2:32][CH:33]([CH3:35])[CH3:34])[NH:19][C:20]([C:22]2[CH:31]=[CH:30][C:29]3[C:24](=[CH:25][CH:26]=[CH:27][CH:28]=3)[CH:23]=2)=[O:21])[CH2:5]1. (4) Given the reactants Cl[C:2]1[N:7]2[N:8]=[C:9]([CH:11]3[CH2:16][CH2:15][N:14]([CH2:17][C:18]([O:20][CH2:21][CH3:22])=[O:19])[CH2:13][CH2:12]3)[N:10]=[C:6]2[CH:5]=[C:4]([C:23]2[CH:28]=[CH:27][C:26]([Cl:29])=[CH:25][C:24]=2[Cl:30])[N:3]=1.Cl.Cl.[NH2:33][CH2:34][CH2:35][NH:36][C:37]1[CH:44]=[CH:43][C:40]([C:41]#[N:42])=[CH:39][N:38]=1.C(N(CC)C(C)C)(C)C, predict the reaction product. The product is: [C:41]([C:40]1[CH:43]=[CH:44][C:37]([NH:36][CH2:35][CH2:34][NH:33][C:2]2[N:7]3[N:8]=[C:9]([CH:11]4[CH2:12][CH2:13][N:14]([CH2:17][C:18]([O:20][CH2:21][CH3:22])=[O:19])[CH2:15][CH2:16]4)[N:10]=[C:6]3[CH:5]=[C:4]([C:23]3[CH:28]=[CH:27][C:26]([Cl:29])=[CH:25][C:24]=3[Cl:30])[N:3]=2)=[N:38][CH:39]=1)#[N:42]. (5) The product is: [ClH:57].[ClH:57].[F:48][C:44]1([F:47])[CH2:45][CH2:46][CH:41]([C@H:13]([NH:12][C:10](=[O:11])[C@H:9]([CH3:49])[NH:7][CH3:6])[C:14]([N:16]2[C@H:21]([C:22]([NH:23][C@H:24]3[C:33]4[C:28](=[CH:29][CH:30]=[CH:31][CH:32]=4)[O:27][CH2:26][CH2:25]3)=[O:34])[CH2:20][N:19]3[CH2:35][C@H:36]([O:38][CH2:39][CH3:40])[CH2:37][C@H:18]3[CH2:17]2)=[O:15])[CH2:42][CH2:43]1. Given the reactants C(O[C:6](=O)[N:7]([C@@H:9]([CH3:49])[C:10]([NH:12][C@@H:13]([CH:41]1[CH2:46][CH2:45][C:44]([F:48])([F:47])[CH2:43][CH2:42]1)[C:14]([N:16]1[C@H:21]([C:22](=[O:34])[NH:23][C@H:24]2[C:33]3[C:28](=[CH:29][CH:30]=[CH:31][CH:32]=3)[O:27][CH2:26][CH2:25]2)[CH2:20][N:19]2[CH2:35][C@H:36]([O:38][CH2:39][CH3:40])[CH2:37][C@H:18]2[CH2:17]1)=[O:15])=[O:11])C)(C)(C)C.C(OCC)(=O)C.[ClH:57].C(OCC)C, predict the reaction product. (6) Given the reactants [N:1]1([C:7]2[CH:8]=[CH:9][C:10]3[N:11]([C:13]([C:16]([F:19])([F:18])[F:17])=[N:14][N:15]=3)[N:12]=2)[CH2:6][CH2:5][NH:4][CH2:3][CH2:2]1.[F:20][C:21]([F:31])([F:30])[C:22]1[CH:29]=[CH:28][CH:27]=[CH:26][C:23]=1[CH:24]=O, predict the reaction product. The product is: [F:19][C:16]([F:17])([F:18])[C:13]1[N:11]2[N:12]=[C:7]([N:1]3[CH2:2][CH2:3][N:4]([CH2:24][C:23]4[CH:26]=[CH:27][CH:28]=[CH:29][C:22]=4[C:21]([F:20])([F:30])[F:31])[CH2:5][CH2:6]3)[CH:8]=[CH:9][C:10]2=[N:15][N:14]=1. (7) Given the reactants [NH:1]1[C:5]2=[N:6][CH:7]=[C:8]([NH:10][C:11]3[C:12]4[C:19]5[CH2:20][CH2:21][C@H:22]([C:24](O)=[O:25])[CH2:23][C:18]=5[S:17][C:13]=4[N:14]=[CH:15][N:16]=3)[CH:9]=[C:4]2[CH:3]=[N:2]1.[CH3:27][C@H:28]1[O:33][C@@H:32]([CH3:34])[CH2:31][NH:30][CH2:29]1, predict the reaction product. The product is: [CH3:34][C@H:32]1[O:33][C@@H:28]([CH3:27])[CH2:29][N:30]([C:24]([C@H:22]2[CH2:21][CH2:20][C:19]3[C:12]4[C:11]([NH:10][C:8]5[CH:9]=[C:4]6[CH:3]=[N:2][NH:1][C:5]6=[N:6][CH:7]=5)=[N:16][CH:15]=[N:14][C:13]=4[S:17][C:18]=3[CH2:23]2)=[O:25])[CH2:31]1.